Task: Predict the reaction yield, written as a fraction of the theoretical maximum amount of product (1.0 means a 100% yield; for example, 0.34 means a 34% yield).. Dataset: Reaction yield outcomes from USPTO patents with 853,638 reactions (1) The reactants are [Br:1][C:2]1[CH:3]=[CH:4][C:5]([OH:11])=[C:6]([C:8](=[O:10])[CH3:9])[CH:7]=1.CI.[C:14](=O)([O-])[O-].[K+].[K+]. The catalyst is CC(C)=O. The product is [Br:1][C:2]1[CH:3]=[CH:4][C:5]([O:11][CH3:14])=[C:6]([C:8](=[O:10])[CH3:9])[CH:7]=1. The yield is 0.940. (2) The reactants are [Cl:1][C:2]1[S:3][CH:4]=[CH:5][C:6]=1[C:7]1[CH:12]=[C:11]([F:13])[CH:10]=[CH:9][C:8]=1[F:14].[Cl:15][S:16](O)(=[O:18])=[O:17]. The catalyst is C(Cl)Cl. The product is [Cl:1][C:2]1[S:3][C:4]([S:16]([Cl:15])(=[O:18])=[O:17])=[CH:5][C:6]=1[C:7]1[CH:12]=[C:11]([F:13])[CH:10]=[CH:9][C:8]=1[F:14]. The yield is 0.210. (3) The product is [N+:19]([CH2:22][CH2:14][C:11]1[CH:10]=[CH:9][C:8]([O:1][C:2]2[CH:7]=[CH:6][CH:5]=[CH:4][CH:3]=2)=[CH:13][N:12]=1)([O-:21])=[O:20]. The reactants are [O:1]([C:8]1[CH:9]=[CH:10][C:11]([CH:14]=O)=[N:12][CH:13]=1)[C:2]1[CH:7]=[CH:6][CH:5]=[CH:4][CH:3]=1.C[O-].[Li+].[N+:19]([CH3:22])([O-:21])=[O:20].C(OC(=O)C)(=O)C.C(N(CC)CC)C.[BH4-].[Na+]. The catalyst is C(OCC)(=O)C.O.C(O)(=O)C.CS(C)=O.CO. The yield is 0.0890.